From a dataset of Forward reaction prediction with 1.9M reactions from USPTO patents (1976-2016). Predict the product of the given reaction. (1) Given the reactants C[O:2][C:3](=[O:29])[CH2:4][CH2:5][CH2:6][C:7]#[C:8][CH2:9][N:10]1[C@@H:14]([CH2:15][O:16][C:17](=[S:27])[NH:18][CH2:19][CH2:20][C:21]2[CH:26]=[CH:25][CH:24]=[CH:23][CH:22]=2)[CH2:13][CH2:12][C:11]1=[O:28].P([O-])([O-])([O-])=O, predict the reaction product. The product is: [O:28]=[C:11]1[CH2:12][CH2:13][C@H:14]([CH2:15][O:16][C:17](=[S:27])[NH:18][CH2:19][CH2:20][C:21]2[CH:22]=[CH:23][CH:24]=[CH:25][CH:26]=2)[N:10]1[CH2:9][C:8]#[C:7][CH2:6][CH2:5][CH2:4][C:3]([OH:29])=[O:2]. (2) Given the reactants [OH:1][C:2]1[CH:3]=[C:4]([CH:9]=[C:10]([O:12][CH3:13])[CH:11]=1)[C:5]([O:7][CH3:8])=[O:6].[CH2:14](Br)[C:15]1[CH:20]=[CH:19][CH:18]=[CH:17][CH:16]=1.C(=O)([O-])[O-].[K+].[K+].O, predict the reaction product. The product is: [CH2:14]([O:1][C:2]1[CH:3]=[C:4]([CH:9]=[C:10]([O:12][CH3:13])[CH:11]=1)[C:5]([O:7][CH3:8])=[O:6])[C:15]1[CH:20]=[CH:19][CH:18]=[CH:17][CH:16]=1. (3) Given the reactants [BH4-].[Na+].[CH3:3][O:4][C:5](=[O:21])[C:6]1[CH:11]=[CH:10][C:9]([O:12][C:13]2[CH:18]=[CH:17][C:16]([CH:19]=[O:20])=[CH:15][CH:14]=2)=[CH:8][CH:7]=1, predict the reaction product. The product is: [CH3:3][O:4][C:5](=[O:21])[C:6]1[CH:7]=[CH:8][C:9]([O:12][C:13]2[CH:18]=[CH:17][C:16]([CH2:19][OH:20])=[CH:15][CH:14]=2)=[CH:10][CH:11]=1. (4) Given the reactants [C:1]([C:5]1[CH:39]=[CH:38][C:8]([CH2:9][N:10]2[C:14](=[O:15])[N:13]([CH2:16][CH3:17])[C:12]([CH2:18][CH2:19][C:20]([F:37])([F:36])[C:21]3[CH:26]=[CH:25][CH:24]=[C:23](B4OC(C)(C)C(C)(C)O4)[CH:22]=3)=[N:11]2)=[CH:7][CH:6]=1)([CH3:4])([CH3:3])[CH3:2].Br[C:41]1[N:46]=[CH:45][C:44]([NH:47][S:48]([C:51]2[CH:56]=[CH:55][CH:54]=[CH:53][CH:52]=2)(=[O:50])=[O:49])=[CH:43][CH:42]=1.C([O-])(O)=O.[Na+], predict the reaction product. The product is: [C:1]([C:5]1[CH:39]=[CH:38][C:8]([CH2:9][N:10]2[C:14](=[O:15])[N:13]([CH2:16][CH3:17])[C:12]([CH2:18][CH2:19][C:20]([C:21]3[CH:26]=[C:25]([C:41]4[N:46]=[CH:45][C:44]([NH:47][S:48]([C:51]5[CH:56]=[CH:55][CH:54]=[CH:53][CH:52]=5)(=[O:50])=[O:49])=[CH:43][CH:42]=4)[CH:24]=[CH:23][CH:22]=3)([F:36])[F:37])=[N:11]2)=[CH:7][CH:6]=1)([CH3:2])([CH3:3])[CH3:4]. (5) Given the reactants [Br:1][C:2]1[CH:9]=[CH:8][C:5]([CH:6]=O)=[C:4]([F:10])[CH:3]=1.Cl.[NH2:12][OH:13].[OH-].[Na+].C(O)C, predict the reaction product. The product is: [F:10][C:4]1[CH:3]=[C:2]([Br:1])[CH:9]=[CH:8][C:5]=1[CH:6]=[N:12][OH:13]. (6) The product is: [N+:15]([C:10]1[CH:11]=[CH:12][CH:13]=[CH:14][C:9]=1[S:6]([N:5]1[CH2:4][CH2:3][CH2:2][N:22]2[N:21]=[C:23]([C:24]([O:26][CH2:27][CH3:28])=[O:25])[CH:20]=[C:19]2[CH2:18]1)(=[O:8])=[O:7])([O-:17])=[O:16]. Given the reactants Cl[CH2:2][CH2:3][CH2:4][N:5]([CH2:18][C:19]#[CH:20])[S:6]([C:9]1[CH:14]=[CH:13][CH:12]=[CH:11][C:10]=1[N+:15]([O-:17])=[O:16])(=[O:8])=[O:7].[N+:21](=[CH:23][C:24]([O:26][CH2:27][CH3:28])=[O:25])=[N-:22].C(N(CC)C(C)C)(C)C.C(=O)([O-])[O-].[Cs+].[Cs+], predict the reaction product. (7) Given the reactants [CH3:1][C:2]1[CH:7]=[CH:6][C:5]([S:8]([O:11][CH2:12][C@@H:13]2[O:18][C:17]3[C:19]([CH:26]=O)=[C:20]([N+:23]([O-:25])=[O:24])[CH:21]=[CH:22][C:16]=3[O:15][CH2:14]2)(=[O:10])=[O:9])=[CH:4][CH:3]=1, predict the reaction product. The product is: [CH3:1][C:2]1[CH:7]=[CH:6][C:5]([S:8]([O:11][CH2:12][CH:13]2[O:18][C:17]3[C:19](/[CH:26]=[CH:17]/[C:16](=[O:15])[CH3:22])=[C:20]([N+:23]([O-:25])=[O:24])[CH:21]=[CH:22][C:16]=3[O:15][CH2:14]2)(=[O:9])=[O:10])=[CH:4][CH:3]=1.